Task: Regression. Given a peptide amino acid sequence and an MHC pseudo amino acid sequence, predict their binding affinity value. This is MHC class I binding data.. Dataset: Peptide-MHC class I binding affinity with 185,985 pairs from IEDB/IMGT (1) The peptide sequence is EEVNIDNSF. The MHC is HLA-B15:03 with pseudo-sequence HLA-B15:03. The binding affinity (normalized) is 0.344. (2) The peptide sequence is PRELIFQVW. The MHC is Mamu-B3901 with pseudo-sequence Mamu-B3901. The binding affinity (normalized) is 0.510. (3) The peptide sequence is TPGPGTRYPL. The MHC is HLA-A23:01 with pseudo-sequence HLA-A23:01. The binding affinity (normalized) is 0.0683. (4) The peptide sequence is DAYGFHNYK. The MHC is HLA-A02:01 with pseudo-sequence HLA-A02:01. The binding affinity (normalized) is 0.0847. (5) The peptide sequence is VSPLAVTWW. The MHC is HLA-B58:01 with pseudo-sequence HLA-B58:01. The binding affinity (normalized) is 0.0847. (6) The peptide sequence is EAVNDSRFW. The MHC is HLA-B53:01 with pseudo-sequence HLA-B53:01. The binding affinity (normalized) is 0.761. (7) The binding affinity (normalized) is 0.154. The peptide sequence is ELSPRWYFYY. The MHC is HLA-A24:02 with pseudo-sequence HLA-A24:02.